Dataset: Cav3 T-type calcium channel HTS with 100,875 compounds. Task: Binary Classification. Given a drug SMILES string, predict its activity (active/inactive) in a high-throughput screening assay against a specified biological target. (1) The molecule is O=C(C1CCCN(C1)C)C(c1ccccc1)C#N. The result is 0 (inactive). (2) The drug is s1c(NC(=O)C2C3CC(C2C(O)=O)C=C3)nc2c1cc(S(=O)(=O)C)cc2. The result is 0 (inactive). (3) The molecule is Clc1c2n(c(SCC(=O)N3CC(OC(C3)C)C)nn2)cc(Cl)c1. The result is 0 (inactive). (4) The result is 0 (inactive). The compound is BrC1=C/C(=c2/[nH]c3n(\c2=N\C2CCCCC2)cc[nH]c3)C(=O)C=C1. (5) The molecule is S(=O)(=O)(N1CCC(CC1)C)c1ccc(cc1)C(OCc1oc(cc1)C(OC)=O)=O. The result is 0 (inactive). (6) The molecule is Clc1cc2N(C(=O)CN3CCN(CC3)CCOCCO)c3c(Sc2cc1)cccc3. The result is 0 (inactive). (7) The molecule is O=C(Nc1ccc(c2nc3n(c2)ccc(c3)C)cc1)Cc1ccc(OC)cc1. The result is 0 (inactive). (8) The molecule is O=c1nc([nH]c(c1)C)NN\C(=N\N=C1/C=CC(=O)C=C1)c1ccccc1. The result is 0 (inactive). (9) The compound is S(=O)(=O)(N1CCN(CC1)C)c1cc(C(=O)NC2CCCc3c2cccc3)ccc1. The result is 0 (inactive).